Task: Regression. Given two drug SMILES strings and cell line genomic features, predict the synergy score measuring deviation from expected non-interaction effect.. Dataset: NCI-60 drug combinations with 297,098 pairs across 59 cell lines (1) Drug 1: C1CCN(CC1)CCOC2=CC=C(C=C2)C(=O)C3=C(SC4=C3C=CC(=C4)O)C5=CC=C(C=C5)O. Drug 2: CC1=CC2C(CCC3(C2CCC3(C(=O)C)OC(=O)C)C)C4(C1=CC(=O)CC4)C. Cell line: BT-549. Synergy scores: CSS=-2.54, Synergy_ZIP=1.96, Synergy_Bliss=1.57, Synergy_Loewe=-3.43, Synergy_HSA=-2.09. (2) Drug 1: COC1=C(C=C2C(=C1)N=CN=C2NC3=CC(=C(C=C3)F)Cl)OCCCN4CCOCC4. Drug 2: C1=CN(C(=O)N=C1N)C2C(C(C(O2)CO)O)O.Cl. Cell line: TK-10. Synergy scores: CSS=36.0, Synergy_ZIP=-7.18, Synergy_Bliss=-5.70, Synergy_Loewe=-0.189, Synergy_HSA=1.83. (3) Drug 1: C1CN1C2=NC(=NC(=N2)N3CC3)N4CC4. Drug 2: CC1=CC2C(CCC3(C2CCC3(C(=O)C)OC(=O)C)C)C4(C1=CC(=O)CC4)C. Cell line: OVCAR-4. Synergy scores: CSS=2.85, Synergy_ZIP=-1.99, Synergy_Bliss=-0.844, Synergy_Loewe=-0.863, Synergy_HSA=-0.421. (4) Drug 1: C1=NC(=NC(=O)N1C2C(C(C(O2)CO)O)O)N. Drug 2: CC1C(C(CC(O1)OC2CC(CC3=C2C(=C4C(=C3O)C(=O)C5=C(C4=O)C(=CC=C5)OC)O)(C(=O)CO)O)N)O.Cl. Cell line: UACC-257. Synergy scores: CSS=29.9, Synergy_ZIP=-2.54, Synergy_Bliss=0.0780, Synergy_Loewe=-15.1, Synergy_HSA=1.28. (5) Drug 1: CC1=C(C=C(C=C1)NC2=NC=CC(=N2)N(C)C3=CC4=NN(C(=C4C=C3)C)C)S(=O)(=O)N.Cl. Drug 2: C1=CC=C(C=C1)NC(=O)CCCCCCC(=O)NO. Cell line: SF-268. Synergy scores: CSS=12.9, Synergy_ZIP=-0.619, Synergy_Bliss=4.52, Synergy_Loewe=-2.99, Synergy_HSA=1.69. (6) Drug 1: C1CN(CCN1C(=O)CCBr)C(=O)CCBr. Drug 2: COC1=C2C(=CC3=C1OC=C3)C=CC(=O)O2. Cell line: MDA-MB-435. Synergy scores: CSS=26.9, Synergy_ZIP=-3.01, Synergy_Bliss=1.08, Synergy_Loewe=-2.20, Synergy_HSA=0.239. (7) Drug 1: CC(C1=C(C=CC(=C1Cl)F)Cl)OC2=C(N=CC(=C2)C3=CN(N=C3)C4CCNCC4)N. Drug 2: CC12CCC3C(C1CCC2=O)CC(=C)C4=CC(=O)C=CC34C. Cell line: A549. Synergy scores: CSS=43.4, Synergy_ZIP=-0.483, Synergy_Bliss=1.51, Synergy_Loewe=2.18, Synergy_HSA=2.25. (8) Drug 1: CCC(=C(C1=CC=CC=C1)C2=CC=C(C=C2)OCCN(C)C)C3=CC=CC=C3.C(C(=O)O)C(CC(=O)O)(C(=O)O)O. Drug 2: CC1=C2C(C(=O)C3(C(CC4C(C3C(C(C2(C)C)(CC1OC(=O)C(C(C5=CC=CC=C5)NC(=O)OC(C)(C)C)O)O)OC(=O)C6=CC=CC=C6)(CO4)OC(=O)C)O)C)O. Cell line: SK-MEL-28. Synergy scores: CSS=9.85, Synergy_ZIP=17.2, Synergy_Bliss=24.8, Synergy_Loewe=16.1, Synergy_HSA=15.6. (9) Drug 1: C1=CN(C(=O)N=C1N)C2C(C(C(O2)CO)O)O.Cl. Drug 2: CC1C(C(CC(O1)OC2CC(OC(C2O)C)OC3=CC4=CC5=C(C(=O)C(C(C5)C(C(=O)C(C(C)O)O)OC)OC6CC(C(C(O6)C)O)OC7CC(C(C(O7)C)O)OC8CC(C(C(O8)C)O)(C)O)C(=C4C(=C3C)O)O)O)O. Cell line: NCI-H226. Synergy scores: CSS=44.1, Synergy_ZIP=-0.433, Synergy_Bliss=0.738, Synergy_Loewe=0.715, Synergy_HSA=0.910. (10) Drug 1: CNC(=O)C1=CC=CC=C1SC2=CC3=C(C=C2)C(=NN3)C=CC4=CC=CC=N4. Drug 2: CC1=C(C(CCC1)(C)C)C=CC(=CC=CC(=CC(=O)O)C)C. Cell line: HT29. Synergy scores: CSS=7.94, Synergy_ZIP=2.12, Synergy_Bliss=2.82, Synergy_Loewe=1.95, Synergy_HSA=2.01.